This data is from Forward reaction prediction with 1.9M reactions from USPTO patents (1976-2016). The task is: Predict the product of the given reaction. (1) Given the reactants [Cl:1][C:2]1[N:7]=[CH:6][NH:5][C:4]2=[N:8][CH:9]=[CH:10][C:3]=12.[H-].[Na+].[CH3:13][Si:14]([CH2:17][CH2:18][O:19][CH2:20]Cl)([CH3:16])[CH3:15], predict the reaction product. The product is: [Cl:1][C:2]1[C:3]2[CH:10]=[CH:9][N:8]([CH2:20][O:19][CH2:18][CH2:17][Si:14]([CH3:16])([CH3:15])[CH3:13])[C:4]=2[N:5]=[CH:6][N:7]=1. (2) Given the reactants [Cl:1][C:2]1[CH:3]=[C:4]([C@H:9]([CH2:24][CH2:25][OH:26])[CH2:10][NH:11][C:12](=[O:23])[C:13]2[CH:18]=[CH:17][CH:16]=[C:15]([C:19]#[N:20])[C:14]=2[O:21][CH3:22])[CH:5]=[CH:6][C:7]=1[Cl:8].[Si:27](Cl)([C:30]([CH3:33])([CH3:32])[CH3:31])([CH3:29])[CH3:28].C(N(CC)CC)C, predict the reaction product. The product is: [Si:27]([O:26][CH2:25][CH2:24][C@@H:9]([C:4]1[CH:5]=[CH:6][C:7]([Cl:8])=[C:2]([Cl:1])[CH:3]=1)[CH2:10][NH:11][C:12](=[O:23])[C:13]1[CH:18]=[CH:17][CH:16]=[C:15]([C:19]#[N:20])[C:14]=1[O:21][CH3:22])([C:30]([CH3:33])([CH3:32])[CH3:31])([CH3:29])[CH3:28]. (3) Given the reactants C([O:3][C:4]([C:6]1[NH:7][C:8]2[C:13]([C:14]=1[CH2:15][CH2:16][CH2:17][O:18][C:19]1[C:28]3[C:23](=[CH:24][CH:25]=[CH:26][CH:27]=3)[CH:22]=[CH:21][CH:20]=1)=[CH:12][CH:11]=[CH:10][C:9]=2[C:29]1[CH:37]=[CH:36][C:32]([C:33](O)=[O:34])=[CH:31][C:30]=1[CH3:38])=[O:5])C.[NH:39]1[CH2:44][CH2:43][O:42][CH2:41][CH2:40]1.Cl.C(N=C=NCCCN(C)C)C, predict the reaction product. The product is: [CH3:38][C:30]1[CH:31]=[C:32]([C:33]([N:39]2[CH2:44][CH2:43][O:42][CH2:41][CH2:40]2)=[O:34])[CH:36]=[CH:37][C:29]=1[C:9]1[CH:10]=[CH:11][CH:12]=[C:13]2[C:8]=1[NH:7][C:6]([C:4]([OH:5])=[O:3])=[C:14]2[CH2:15][CH2:16][CH2:17][O:18][C:19]1[C:28]2[C:23](=[CH:24][CH:25]=[CH:26][CH:27]=2)[CH:22]=[CH:21][CH:20]=1. (4) Given the reactants [NH2:1][CH2:2][CH:3]1[CH2:6][CH:5]([C:7]2[N:11]3[CH:12]=[CH:13][N:14]=[C:15]([NH2:16])[C:10]3=[C:9]([C:17]3[CH:26]=[C:25]4[C:20]([CH:21]=[CH:22][C:23]([C:27]5[CH:32]=[CH:31][CH:30]=[CH:29][CH:28]=5)=[N:24]4)=[CH:19][CH:18]=3)[N:8]=2)[CH2:4]1.CCN(C(C)C)C(C)C.[CH3:42][C:43](OC(C)=O)=[O:44], predict the reaction product. The product is: [NH2:16][C:15]1[C:10]2[N:11]([C:7]([C@@H:5]3[CH2:4][C@H:3]([CH2:2][NH:1][C:43](=[O:44])[CH3:42])[CH2:6]3)=[N:8][C:9]=2[C:17]2[CH:26]=[C:25]3[C:20]([CH:21]=[CH:22][C:23]([C:27]4[CH:32]=[CH:31][CH:30]=[CH:29][CH:28]=4)=[N:24]3)=[CH:19][CH:18]=2)[CH:12]=[CH:13][N:14]=1.